Regression. Given two drug SMILES strings and cell line genomic features, predict the synergy score measuring deviation from expected non-interaction effect. From a dataset of NCI-60 drug combinations with 297,098 pairs across 59 cell lines. (1) Drug 1: C1=C(C(=O)NC(=O)N1)N(CCCl)CCCl. Drug 2: CCC1=C2CN3C(=CC4=C(C3=O)COC(=O)C4(CC)O)C2=NC5=C1C=C(C=C5)O. Cell line: NCI-H460. Synergy scores: CSS=32.6, Synergy_ZIP=-19.3, Synergy_Bliss=-11.0, Synergy_Loewe=-14.5, Synergy_HSA=-7.83. (2) Drug 1: CS(=O)(=O)CCNCC1=CC=C(O1)C2=CC3=C(C=C2)N=CN=C3NC4=CC(=C(C=C4)OCC5=CC(=CC=C5)F)Cl. Drug 2: C1=CC=C(C(=C1)C(C2=CC=C(C=C2)Cl)C(Cl)Cl)Cl. Cell line: MDA-MB-435. Synergy scores: CSS=-0.251, Synergy_ZIP=1.30, Synergy_Bliss=1.07, Synergy_Loewe=-2.54, Synergy_HSA=-2.58.